Task: Predict the product of the given reaction.. Dataset: Forward reaction prediction with 1.9M reactions from USPTO patents (1976-2016) (1) Given the reactants [Cl:1][C:2]1[CH:7]=[CH:6][CH:5]=[CH:4][C:3]=1[C:8]1[CH:17]=[C:16]([S:18](Cl)(=[O:20])=[O:19])[CH:15]=[C:14]2[C:9]=1[CH2:10][NH:11][C:12](=[O:30])[N:13]2[C:22]1[C:27]([Cl:28])=[CH:26][CH:25]=[CH:24][C:23]=1[Cl:29].[N:31]1([CH2:36][CH2:37][N:38]2[CH2:43][CH2:42][NH:41][CH2:40][CH2:39]2)[CH2:35][CH2:34][CH2:33][CH2:32]1.C(N(C(C)C)CC)(C)C, predict the reaction product. The product is: [Cl:1][C:2]1[CH:7]=[CH:6][CH:5]=[CH:4][C:3]=1[C:8]1[CH:17]=[C:16]([S:18]([N:41]2[CH2:40][CH2:39][N:38]([CH2:37][CH2:36][N:31]3[CH2:32][CH2:33][CH2:34][CH2:35]3)[CH2:43][CH2:42]2)(=[O:20])=[O:19])[CH:15]=[C:14]2[C:9]=1[CH2:10][NH:11][C:12](=[O:30])[N:13]2[C:22]1[C:27]([Cl:28])=[CH:26][CH:25]=[CH:24][C:23]=1[Cl:29]. (2) Given the reactants Br[C:2]1[CH:3]=[N:4][C:5]([NH:8][CH2:9][CH:10]2[CH2:15][CH2:14][N:13]([C:16]([C@@H:18]3[CH2:20][C@H:19]3[C:21]3[CH:26]=[CH:25][CH:24]=[CH:23][CH:22]=3)=[O:17])[CH2:12][CH2:11]2)=[N:6][CH:7]=1.[CH3:27][Si:28]([C:31]#[CH:32])([CH3:30])[CH3:29], predict the reaction product. The product is: [C:21]1([C@@H:19]2[CH2:20][C@H:18]2[C:16]([N:13]2[CH2:14][CH2:15][CH:10]([CH2:9][NH:8][C:5]3[N:4]=[CH:3][C:2]([C:32]#[C:31][Si:28]([CH3:30])([CH3:29])[CH3:27])=[CH:7][N:6]=3)[CH2:11][CH2:12]2)=[O:17])[CH:26]=[CH:25][CH:24]=[CH:23][CH:22]=1. (3) Given the reactants [CH2:1]([N:3]1[CH2:8][C:7]([CH3:10])([CH3:9])[O:6][C:5](=[O:11])[CH:4]1[CH2:12][C:13]([OH:15])=O)[CH3:2].C(N(C(C)C)CC)(C)C.CN(C(ON1N=NC2C=CC=NC1=2)=[N+](C)C)C.F[P-](F)(F)(F)(F)F.[S:49]1[C:53]2[CH:54]=[CH:55][C:56]([NH2:58])=[CH:57][C:52]=2[N:51]=[CH:50]1, predict the reaction product. The product is: [S:49]1[C:53]2[CH:54]=[CH:55][C:56]([NH:58][C:13](=[O:15])[CH2:12][CH:4]3[C:5](=[O:11])[O:6][C:7]([CH3:9])([CH3:10])[CH2:8][N:3]3[CH2:1][CH3:2])=[CH:57][C:52]=2[N:51]=[CH:50]1. (4) Given the reactants Cl[C:2]1[C:7]([C:8]2[N:13]=[CH:12][N:11]3[N:14]=[CH:15][C:16]([C:17]([O:19][CH2:20][CH3:21])=[O:18])=[C:10]3[CH:9]=2)=[CH:6][CH:5]=[CH:4][N:3]=1.Br[C:23]1[CH:28]=[CH:27][CH:26]=[C:25]([C:29]([F:32])([F:31])[F:30])[N:24]=1, predict the reaction product. The product is: [F:30][C:29]([F:32])([F:31])[C:25]1[N:24]=[C:23]([C:2]2[C:7]([C:8]3[CH:9]=[CH:10][N:11]4[N:14]=[CH:15][C:16]([C:17]([O:19][CH2:20][CH3:21])=[O:18])=[C:12]4[N:13]=3)=[CH:6][CH:5]=[CH:4][N:3]=2)[CH:28]=[CH:27][CH:26]=1. (5) Given the reactants Br[C:2]1[CH:7]=[CH:6][C:5]([C@@H:8]([N:10]2[CH2:15][CH2:14][C@:13]([CH2:22][C:23]([OH:26])([CH3:25])[CH3:24])([C:16]3[CH:21]=[CH:20][CH:19]=[CH:18][CH:17]=3)[O:12][C:11]2=[O:27])[CH3:9])=[CH:4][CH:3]=1.Cl[C:29]1[N:30]=[N:31][C:32]([CH3:35])=[CH:33][CH:34]=1, predict the reaction product. The product is: [OH:26][C:23]([CH3:25])([CH3:24])[CH2:22][C@@:13]1([C:16]2[CH:21]=[CH:20][CH:19]=[CH:18][CH:17]=2)[O:12][C:11](=[O:27])[N:10]([C@H:8]([C:5]2[CH:6]=[CH:7][C:2]([C:29]3[N:30]=[N:31][C:32]([CH3:35])=[CH:33][CH:34]=3)=[CH:3][CH:4]=2)[CH3:9])[CH2:15][CH2:14]1. (6) Given the reactants [NH:1]1[C:5]2[CH:6]=[CH:7][CH:8]=[CH:9][C:4]=2[N:3]=[C:2]1[O:10][C:11]1[CH:16]=[CH:15][C:14]([C:17]2[C:21]3=[N:22][CH:23]=[CH:24][CH:25]=[C:20]3[N:19]([CH2:26][CH3:27])[N:18]=2)=[CH:13][CH:12]=1.CI.[C:30]([O-])([O-])=O.[K+].[K+].O, predict the reaction product. The product is: [CH2:26]([N:19]1[C:20]2[C:21](=[N:22][CH:23]=[CH:24][CH:25]=2)[C:17]([C:14]2[CH:15]=[CH:16][C:11]([O:10][C:2]3[N:1]([CH3:30])[C:5]4[CH:6]=[CH:7][CH:8]=[CH:9][C:4]=4[N:3]=3)=[CH:12][CH:13]=2)=[N:18]1)[CH3:27]. (7) Given the reactants [Cl:1][CH2:2][CH2:3][N:4]=[C:5]=[O:6].[S:7]1[C:11]2[CH:12]=[C:13]([NH2:16])[CH:14]=[CH:15][C:10]=2[N:9]=[CH:8]1.C(OCC)(=O)C, predict the reaction product. The product is: [S:7]1[C:11]2[CH:12]=[C:13]([NH:16][C:5]([NH:4][CH2:3][CH2:2][Cl:1])=[O:6])[CH:14]=[CH:15][C:10]=2[N:9]=[CH:8]1.